From a dataset of CYP3A4 inhibition data for predicting drug metabolism from PubChem BioAssay. Regression/Classification. Given a drug SMILES string, predict its absorption, distribution, metabolism, or excretion properties. Task type varies by dataset: regression for continuous measurements (e.g., permeability, clearance, half-life) or binary classification for categorical outcomes (e.g., BBB penetration, CYP inhibition). Dataset: cyp3a4_veith. (1) The drug is O=C(CCn1nc(-c2ccccc2)ccc1=O)NCCCN1CCCCCC1. The result is 1 (inhibitor). (2) The drug is Cn1c(=O)c(-c2cccs2)nc2cnc(N3CCOCC3)nc21. The result is 0 (non-inhibitor). (3) The molecule is CCOc1cc(/C=N/n2cnnc2)ccc1OC(=O)c1cccc([N+](=O)[O-])c1. The result is 1 (inhibitor). (4) The compound is COc1ccccc1CNc1nc(-c2ccc(N(C)C)cc2)nc2ccccc12. The result is 1 (inhibitor).